Dataset: Catalyst prediction with 721,799 reactions and 888 catalyst types from USPTO. Task: Predict which catalyst facilitates the given reaction. Reactant: N[C:2]1[C:3]([N+:12]([O-:14])=[O:13])=[C:4]([CH:8]=[CH:9][C:10]=1[CH3:11])[C:5]([OH:7])=[O:6].S(=O)(=O)(O)O.N([O-])=O.[Na+].[I-:24].[K+]. Product: [I:24][C:2]1[C:3]([N+:12]([O-:14])=[O:13])=[C:4]([CH:8]=[CH:9][C:10]=1[CH3:11])[C:5]([OH:7])=[O:6]. The catalyst class is: 58.